This data is from Reaction yield outcomes from USPTO patents with 853,638 reactions. The task is: Predict the reaction yield, written as a fraction of the theoretical maximum amount of product (1.0 means a 100% yield; for example, 0.34 means a 34% yield). (1) The reactants are [N+:1]([C:4]1[CH:5]=[C:6]2[C:11](=[CH:12][CH:13]=1)[NH:10][C:9](=[O:14])[CH2:8][CH2:7]2)([O-:3])=[O:2].[C:15]([O-])([O-])=O.[K+].[K+].CI.O. The catalyst is CN(C=O)C. The product is [CH3:15][N:10]1[C:11]2[C:6](=[CH:5][C:4]([N+:1]([O-:3])=[O:2])=[CH:13][CH:12]=2)[CH2:7][CH2:8][C:9]1=[O:14]. The yield is 0.900. (2) The reactants are [CH3:1][O:2][C:3]1[CH:4]=[C:5](B(O)O)[CH:6]=[CH:7][C:8]=1[O:9][CH3:10].Br[C:15]1[O:19][C:18]([CH:20]=[O:21])=[CH:17][CH:16]=1.C([O-])([O-])=O.[Na+].[Na+]. The catalyst is O.O1CCOCC1.C1C=CC([P]([Pd]([P](C2C=CC=CC=2)(C2C=CC=CC=2)C2C=CC=CC=2)([P](C2C=CC=CC=2)(C2C=CC=CC=2)C2C=CC=CC=2)[P](C2C=CC=CC=2)(C2C=CC=CC=2)C2C=CC=CC=2)(C2C=CC=CC=2)C2C=CC=CC=2)=CC=1. The product is [CH3:1][O:2][C:3]1[CH:4]=[C:5]([C:15]2[O:19][C:18]([CH:20]=[O:21])=[CH:17][CH:16]=2)[CH:6]=[CH:7][C:8]=1[O:9][CH3:10]. The yield is 0.900. (3) The reactants are [Cl:1][C:2]1[CH:39]=[CH:38][CH:37]=[CH:36][C:3]=1[O:4][CH:5]1[CH2:10][CH2:9][N:8]([C:11](=[O:35])[CH2:12][NH:13][C:14]([C:16]2[CH:20]=[C:19]([C:21]3[CH:26]=[CH:25][CH:24]=[CH:23][C:22]=3[O:27]CC3C=CC=CC=3)[O:18][N:17]=2)=[O:15])[CH2:7][CH2:6]1. The catalyst is CO.[Pd]. The product is [Cl:1][C:2]1[CH:39]=[CH:38][CH:37]=[CH:36][C:3]=1[O:4][CH:5]1[CH2:10][CH2:9][N:8]([C:11](=[O:35])[CH2:12][NH:13][C:14]([C:16]2[CH:20]=[C:19]([C:21]3[CH:26]=[CH:25][CH:24]=[CH:23][C:22]=3[OH:27])[O:18][N:17]=2)=[O:15])[CH2:7][CH2:6]1. The yield is 0.430. (4) The reactants are [Br:1][C:2]1[CH:16]=[C:15](/[CH:17]=[CH:18]/[CH:19]([C:24]2[CH:29]=[C:28]([Cl:30])[C:27]([Cl:31])=[C:26]([Cl:32])[CH:25]=2)[C:20]([F:23])([F:22])[F:21])[CH:14]=[CH:13][C:3]=1[C:4]([NH:6][CH:7]1[CH2:12][CH2:11][NH:10][CH2:9][CH2:8]1)=[O:5].Cl[CH2:34][CH2:35][OH:36]. The catalyst is C1COCC1.C(OCC)(=O)C. The product is [Br:1][C:2]1[CH:16]=[C:15](/[CH:17]=[CH:18]/[CH:19]([C:24]2[CH:25]=[C:26]([Cl:32])[C:27]([Cl:31])=[C:28]([Cl:30])[CH:29]=2)[C:20]([F:23])([F:21])[F:22])[CH:14]=[CH:13][C:3]=1[C:4]([NH:6][CH:7]1[CH2:12][CH2:11][N:10]([CH2:34][CH2:35][OH:36])[CH2:9][CH2:8]1)=[O:5]. The yield is 0.340. (5) The reactants are [Cl:1][C:2]1[CH:7]=[CH:6][C:5]([S:8]([N:11]2[CH:16]3[CH2:17][CH2:18][CH2:19][CH:12]2[CH2:13][C:14](=[O:20])[CH2:15]3)(=[O:10])=[O:9])=[CH:4][CH:3]=1.[CH:21](OCC)=[O:22].CC[O-].[Na+]. The catalyst is C1COCC1.CCO. The product is [Cl:1][C:2]1[CH:3]=[CH:4][C:5]([S:8]([N:11]2[CH:16]3[CH2:17][CH2:18][CH2:19][CH:12]2[C:13](=[CH:21][OH:22])[C:14](=[O:20])[CH2:15]3)(=[O:9])=[O:10])=[CH:6][CH:7]=1. The yield is 0.860.